Dataset: Forward reaction prediction with 1.9M reactions from USPTO patents (1976-2016). Task: Predict the product of the given reaction. (1) Given the reactants CN(C)C=O.[OH:6][C:7]1[CH:14]=[CH:13][C:10]([CH:11]=[O:12])=[CH:9][CH:8]=1.[N:15]1[CH:20]=[CH:19][CH:18]=[CH:17][C:16]=1[CH2:21]Cl.C(=O)([O-])[O-].[K+].[K+], predict the reaction product. The product is: [N:15]1[CH:20]=[CH:19][CH:18]=[CH:17][C:16]=1[CH2:21][O:6][C:7]1[CH:14]=[CH:13][C:10]([CH:11]=[O:12])=[CH:9][CH:8]=1. (2) Given the reactants Br[C:2]1[CH:3]=[C:4]([C:9]2[O:10][C:11]3[C:16]([N:17]=2)=[CH:15][CH:14]=[CH:13][N:12]=3)[C:5]([NH2:8])=[N:6][CH:7]=1.C([O-])(=O)C.[K+].[CH3:23][C:24]1([CH3:40])[C:28]([CH3:30])([CH3:29])[O:27][B:26]([B:26]2[O:27][C:28]([CH3:30])([CH3:29])[C:24]([CH3:40])([CH3:23])[O:25]2)[O:25]1, predict the reaction product. The product is: [N:17]1[C:16]2[C:11](=[N:12][CH:13]=[CH:14][CH:15]=2)[O:10][C:9]=1[C:4]1[C:5]([NH2:8])=[N:6][CH:7]=[C:2]([B:26]2[O:27][C:28]([CH3:30])([CH3:29])[C:24]([CH3:40])([CH3:23])[O:25]2)[CH:3]=1. (3) The product is: [CH2:17]([O:24][C:25](=[O:41])[NH:26][C@@H:27]1[CH2:33][CH2:32][CH2:31][N:30]([C:34]2[N:35]([CH3:40])[N:36]=[CH:37][C:38]=2[NH:39][C:7]([C:5]2[N:6]=[C:2]([Br:1])[S:3][C:4]=2[NH:10][C:11]([O:13][C:14]([CH3:16])([CH3:42])[CH3:15])=[O:12])=[O:9])[CH2:29][CH2:28]1)[C:18]1[CH:19]=[CH:20][CH:21]=[CH:22][CH:23]=1. Given the reactants [Br:1][C:2]1[S:3][C:4]([NH:10][C:11]([O:13][CH:14]([CH3:16])[CH3:15])=[O:12])=[C:5]([C:7]([OH:9])=O)[N:6]=1.[CH2:17]([O:24][C:25](=[O:41])[NH:26][C@@H:27]1[CH2:33][CH2:32][CH2:31][N:30]([C:34]2[N:35]([CH3:40])[N:36]=[CH:37][C:38]=2[NH2:39])[CH2:29][CH2:28]1)[C:18]1[CH:23]=[CH:22][CH:21]=[CH:20][CH:19]=1.[CH3:42]N(C(ON1N=NC2C=CC=NC1=2)=[N+](C)C)C.F[P-](F)(F)(F)(F)F.C(N(CC)C(C)C)(C)C, predict the reaction product. (4) Given the reactants [CH3:1][S:2]([NH:5][C:6]1[CH:7]=[C:8]2[C:12](=[CH:13][CH:14]=1)[C:11](=[O:15])[N:10]([CH2:16][C:17]([O:19][C:20]([CH3:23])([CH3:22])[CH3:21])=[O:18])[C:9]2=[O:24])(=[O:4])=[O:3].C(=O)([O-])[O-].[K+].[K+].Cl.Cl[CH2:33][CH2:34][N:35]1[CH2:40][CH2:39][CH2:38][CH2:37][CH2:36]1, predict the reaction product. The product is: [O:15]=[C:11]1[C:12]2[C:8](=[CH:7][C:6]([N:5]([CH2:33][CH2:34][N:35]3[CH2:40][CH2:39][CH2:38][CH2:37][CH2:36]3)[S:2]([CH3:1])(=[O:3])=[O:4])=[CH:14][CH:13]=2)[C:9](=[O:24])[N:10]1[CH2:16][C:17]([O:19][C:20]([CH3:21])([CH3:23])[CH3:22])=[O:18]. (5) Given the reactants [F:1][C:2]1[CH:3]=[C:4]([CH:7]=[CH:8][C:9]=1F)[CH:5]=[O:6].[NH:11]1[CH:15]=[N:14][CH:13]=[N:12]1.FC1C=CC(C=O)=CC=1OC.N1C=CC=N1, predict the reaction product. The product is: [F:1][C:2]1[CH:3]=[C:4]([CH:7]=[CH:8][C:9]=1[N:11]1[CH:15]=[N:14][CH:13]=[N:12]1)[CH:5]=[O:6]. (6) The product is: [Br:12][C:7]1[CH:8]=[C:9]([O:10][CH3:11])[C:2]([OH:1])=[C:3]([CH:6]=1)[CH:4]=[O:5]. Given the reactants [OH:1][C:2]1[C:9]([O:10][CH3:11])=[CH:8][CH:7]=[CH:6][C:3]=1[CH:4]=[O:5].[Br:12]Br, predict the reaction product.